This data is from Forward reaction prediction with 1.9M reactions from USPTO patents (1976-2016). The task is: Predict the product of the given reaction. (1) Given the reactants CN(C)CCCN=C=NCC.[O:12]1[C:16]2[CH:17]=[CH:18][CH:19]=[CH:20][C:15]=2[CH:14]=[C:13]1[C:21]([OH:23])=O.[CH3:24][O:25][C:26](=[O:53])[C@@H:27]([NH:32][C:33]([N:35]1[CH2:41][CH:40]([OH:42])[C@@H:39]([NH:43][C:44](=[O:51])[C@@H:45]([NH2:50])[CH2:46][CH:47]([CH3:49])[CH3:48])[CH2:38][CH2:37][C@H:36]1[CH3:52])=[O:34])[CH2:28][CH:29]([CH3:31])[CH3:30].C(N(C(C)C)CC)(C)C.OC1C2N=NNC=2C=CC=1, predict the reaction product. The product is: [CH3:24][O:25][C:26](=[O:53])[C@@H:27]([NH:32][C:33]([N:35]1[CH2:41][C@H:40]([OH:42])[C@@H:39]([NH:43][C:44](=[O:51])[C@@H:45]([NH:50][C:21]([C:13]2[O:12][C:16]3[CH:17]=[CH:18][CH:19]=[CH:20][C:15]=3[CH:14]=2)=[O:23])[CH2:46][CH:47]([CH3:48])[CH3:49])[CH2:38][CH2:37][C@H:36]1[CH3:52])=[O:34])[CH2:28][CH:29]([CH3:31])[CH3:30]. (2) Given the reactants [N+](C1C=CC(N2CCNCC2)=CC=1)([O-])=O.[N+:16]([C:19]1[CH:20]=[C:21]([N:25]2[CH2:30][CH2:29][NH:28][CH2:27][CH2:26]2)[CH:22]=[CH:23][CH:24]=1)([O-])=O.CS(C1N=CC2=CC=C([C:43]3C=CC=[CH:45][C:44]=3[O:49]C)N2N=1)=O.[Cl:51][C:52]1[CH:53]=[CH:54][C:55]([O:70][CH3:71])=[C:56]([C:58]2[N:66]3[C:61]([CH:62]=[N:63][C:64](S(C)=O)=[N:65]3)=[CH:60][CH:59]=2)[CH:57]=1, predict the reaction product. The product is: [Cl:51][C:52]1[CH:53]=[CH:54][C:55]([O:70][CH3:71])=[C:56]([C:58]2[N:66]3[C:61]([CH:62]=[N:63][C:64]([NH:16][C:19]4[CH:20]=[C:21]([N:25]5[CH2:30][CH2:29][N:28]([CH2:43][C@@H:44]([OH:49])[CH3:45])[CH2:27][CH2:26]5)[CH:22]=[CH:23][CH:24]=4)=[N:65]3)=[CH:60][CH:59]=2)[CH:57]=1. (3) Given the reactants [CH3:1][O:2][C:3]1[CH:8]=[CH:7][C:6]([NH2:9])=[CH:5][CH:4]=1.Br[C:11]1[CH:12]=[CH:13][C:14]([O:17][CH3:18])=[N:15][CH:16]=1, predict the reaction product. The product is: [CH3:18][O:17][C:14]1[N:15]=[CH:16][C:11]([NH:9][C:6]2[CH:7]=[CH:8][C:3]([O:2][CH3:1])=[CH:4][CH:5]=2)=[CH:12][CH:13]=1. (4) Given the reactants [NH2:1][C:2]1[CH:3]=[CH:4][C:5]([O:11][C:12]([F:15])([F:14])[F:13])=[C:6]([CH:10]=1)[C:7]([OH:9])=O.C([O-])(O)=O.[Na+], predict the reaction product. The product is: [O:9]1[C:10]2[CH:6]=[CH:5][CH:4]=[CH:3][C:2]=2[N:1]=[C:7]1[C:6]1[CH:10]=[C:2]([NH2:1])[CH:3]=[CH:4][C:5]=1[O:11][C:12]([F:15])([F:14])[F:13]. (5) Given the reactants [CH:1]([NH2:4])([CH3:3])[CH3:2].C(N(CC)C(C)C)(C)C.[Cl:14][C:15]1[N:20]=[C:19](Cl)[C:18]([N+:22]([O-:24])=[O:23])=[C:17]([O:25][CH3:26])[N:16]=1, predict the reaction product. The product is: [Cl:14][C:15]1[N:20]=[C:19]([NH:4][CH:1]([CH3:3])[CH3:2])[C:18]([N+:22]([O-:24])=[O:23])=[C:17]([O:25][CH3:26])[N:16]=1. (6) The product is: [CH3:1][O:2][C:3]1[CH:4]=[C:5]([C:9]2[N:20]=[CH:16][O:19][CH:10]=2)[CH:6]=[CH:7][CH:8]=1. Given the reactants [CH3:1][O:2][C:3]1[CH:4]=[C:5]([C:9](=O)[CH2:10]COC=O)[CH:6]=[CH:7][CH:8]=1.[C:16]([O-:19])(=O)C.[NH4+:20], predict the reaction product.